From a dataset of Catalyst prediction with 721,799 reactions and 888 catalyst types from USPTO. Predict which catalyst facilitates the given reaction. (1) Reactant: Cl[C:2]1[N:13]=[CH:12][CH:11]=[CH:10][C:3]=1[C:4]([NH:6][CH2:7][C:8]#[CH:9])=[O:5].[CH3:14][O:15][C:16]1[CH:22]=[C:21]([O:23][CH3:24])[CH:20]=[CH:19][C:17]=1[NH2:18]. Product: [CH3:14][O:15][C:16]1[CH:22]=[C:21]([O:23][CH3:24])[CH:20]=[CH:19][C:17]=1[NH:18][C:2]1[N:13]=[CH:12][CH:11]=[CH:10][C:3]=1[C:4]([NH:6][CH2:7][C:8]#[CH:9])=[O:5]. The catalyst class is: 196. (2) Reactant: [CH3:1][C:2]1[C:3]([C:17]2[CH:22]=[CH:21][CH:20]=[C:19]([C:23]([F:26])([F:25])[F:24])[CH:18]=2)=[N:4][C:5]2[C:10]([C:11]=1[C:12]([OH:14])=[O:13])=[CH:9][C:8]([S:15][CH3:16])=[CH:7][CH:6]=2.[C:27](Cl)(=O)C(Cl)=O.C(N(CC)CC)C. Product: [CH3:1][C:2]1[C:3]([C:17]2[CH:22]=[CH:21][CH:20]=[C:19]([C:23]([F:26])([F:24])[F:25])[CH:18]=2)=[N:4][C:5]2[C:10]([C:11]=1[C:12]([O:14][CH3:27])=[O:13])=[CH:9][C:8]([S:15][CH3:16])=[CH:7][CH:6]=2. The catalyst class is: 174. (3) Product: [CH:1]1([C:6]2([CH2:14][CH2:15][C:16]3[CH:21]=[CH:20][C:19]([C:22]([CH3:25])([CH3:26])[C:23]#[N:24])=[C:18]([F:27])[CH:17]=3)[CH2:11][C:10]([OH:12])=[C:9]([CH2:39][C:37]3[N:38]=[C:31]4[N:30]=[C:29]([CH3:28])[CH:34]=[C:33]([CH3:35])[N:32]4[N:36]=3)[C:8](=[O:13])[O:7]2)[CH2:5][CH2:4][CH2:3][CH2:2]1. The catalyst class is: 5. Reactant: [CH:1]1([C:6]2([CH2:14][CH2:15][C:16]3[CH:21]=[CH:20][C:19]([C:22]([CH3:26])([CH3:25])[C:23]#[N:24])=[C:18]([F:27])[CH:17]=3)[CH2:11][C:10](=[O:12])[CH2:9][C:8](=[O:13])[O:7]2)[CH2:5][CH2:4][CH2:3][CH2:2]1.[CH3:28][C:29]1[CH:34]=[C:33]([CH3:35])[N:32]2[N:36]=[C:37]([CH:39]=O)[N:38]=[C:31]2[N:30]=1. (4) Reactant: [H-].[Na+].[CH2:3]=[C:4]([CH2:7][OH:8])[CH2:5][OH:6].[C:9]([Si:13]([CH3:16])([CH3:15])Cl)([CH3:12])([CH3:11])[CH3:10].[Cl-].[NH4+]. Product: [Si:13]([O:6][CH2:5][C:4](=[CH2:3])[CH2:7][OH:8])([C:9]([CH3:12])([CH3:11])[CH3:10])([CH3:16])[CH3:15]. The catalyst class is: 7. (5) Reactant: CO[C:3](=[O:15])[C:4]1[C:9]([N+:10]([O-:12])=[O:11])=[CH:8][CH:7]=[CH:6][C:5]=1[CH2:13]Br.[CH2:16]([O:18][C:19]1[CH:20]=[C:21]([C@H:27]([NH2:33])[CH2:28][S:29]([CH3:32])(=[O:31])=[O:30])[CH:22]=[CH:23][C:24]=1[O:25][CH3:26])[CH3:17].C(N(CC)CC)C. Product: [CH2:16]([O:18][C:19]1[CH:20]=[C:21]([C@H:27]([N:33]2[CH2:13][C:5]3[C:4](=[C:9]([N+:10]([O-:12])=[O:11])[CH:8]=[CH:7][CH:6]=3)[C:3]2=[O:15])[CH2:28][S:29]([CH3:32])(=[O:31])=[O:30])[CH:22]=[CH:23][C:24]=1[O:25][CH3:26])[CH3:17]. The catalyst class is: 215. (6) Reactant: [CH3:1][N:2]([CH3:22])[CH:3]1[CH2:8][CH2:7][N:6]([CH:9]([C:12]2[S:16][CH:15]=[C:14]([C:17]([O:19][CH3:20])=[O:18])[C:13]=2[CH3:21])[CH2:10][CH3:11])[CH2:5][CH2:4]1. Product: [CH3:22][N:2]([CH3:1])[CH:3]1[CH2:8][CH2:7][N:6]([C@H:9]([C:12]2[S:16][CH:15]=[C:14]([C:17]([O:19][CH3:20])=[O:18])[C:13]=2[CH3:21])[CH2:10][CH3:11])[CH2:5][CH2:4]1. The catalyst class is: 5. (7) Reactant: Cl[C:2]1C=CC=C(C(OO)=O)[CH:3]=1.[CH2:12]([N:14]([C:26]1[CH:31]=[CH:30][C:29]([C:32]([F:35])([F:34])[F:33])=[CH:28][N:27]=1)[C:15](=[O:25])[C:16]1[C:21](SCC)=[CH:20][CH:19]=[CH:18][N:17]=1)[CH3:13].C(=O)(O)[O-].[Na+].[S:41]([O-:45])([O-])(=[O:43])=S.[Na+].[Na+]. Product: [CH2:12]([N:14]([C:26]1[CH:31]=[CH:30][C:29]([C:32]([F:33])([F:35])[F:34])=[CH:28][N:27]=1)[C:15](=[O:25])[C:16]1[C:21]([S:41]([CH2:2][CH3:3])(=[O:45])=[O:43])=[CH:20][CH:19]=[CH:18][N:17]=1)[CH3:13]. The catalyst class is: 22. (8) Reactant: [CH2:1]([O:8][C:9]([N:11]1[CH2:16][CH2:15][CH:14]([CH:17]([C:23]([O:25][C:26]([CH3:29])([CH3:28])[CH3:27])=[O:24])[CH2:18][S:19](Cl)(=[O:21])=[O:20])[CH2:13][CH2:12]1)=[O:10])[C:2]1[CH:7]=[CH:6][CH:5]=[CH:4][CH:3]=1.[Cl:30][C:31]([Cl:57])([Cl:56])[CH2:32][O:33][C:34]([N:36]1[C:48]2[CH2:47][N:46](C(OC(C)(C)C)=O)[CH2:45][CH2:44][C:43]=2[C:42]2[C:37]1=[CH:38][CH:39]=[CH:40][CH:41]=2)=[O:35]. Product: [Cl:57][C:31]([Cl:30])([Cl:56])[CH2:32][O:33][C:34]([N:36]1[C:48]2[CH2:47][N:46]([S:19]([CH2:18][CH:17]([CH:14]3[CH2:15][CH2:16][N:11]([C:9]([O:8][CH2:1][C:2]4[CH:7]=[CH:6][CH:5]=[CH:4][CH:3]=4)=[O:10])[CH2:12][CH2:13]3)[C:23]([O:25][C:26]([CH3:29])([CH3:28])[CH3:27])=[O:24])(=[O:21])=[O:20])[CH2:45][CH2:44][C:43]=2[C:42]2[C:37]1=[CH:38][CH:39]=[CH:40][CH:41]=2)=[O:35]. The catalyst class is: 644.